This data is from TCR-epitope binding with 47,182 pairs between 192 epitopes and 23,139 TCRs. The task is: Binary Classification. Given a T-cell receptor sequence (or CDR3 region) and an epitope sequence, predict whether binding occurs between them. (1) The epitope is KAFSPEVIPMF. The TCR CDR3 sequence is CASSLGSHQETQYF. Result: 0 (the TCR does not bind to the epitope). (2) The epitope is TAFTIPSI. The TCR CDR3 sequence is CASSGTGGKTQYF. Result: 0 (the TCR does not bind to the epitope). (3) The epitope is YIFFASFYY. The TCR CDR3 sequence is CSVPRPLATIYF. Result: 0 (the TCR does not bind to the epitope). (4) The epitope is QIKVRVKMV. The TCR CDR3 sequence is CASSTIWDRGTGELFF. Result: 0 (the TCR does not bind to the epitope). (5) The epitope is NLVPMVATV. The TCR CDR3 sequence is CASTLTSGSPYTEQFF. Result: 1 (the TCR binds to the epitope). (6) The epitope is KTSVDCTMYI. The TCR CDR3 sequence is CASSGTSGSTDTQYF. Result: 0 (the TCR does not bind to the epitope). (7) The epitope is NLVPMVATV. The TCR CDR3 sequence is CASSGEKVRENIQYF. Result: 1 (the TCR binds to the epitope). (8) The epitope is FADDLNQLTGY. The TCR CDR3 sequence is CASSLAGYNEQFF. Result: 0 (the TCR does not bind to the epitope). (9) The epitope is RIFTIGTVTLK. The TCR CDR3 sequence is CASSQTDRALYNEQFF. Result: 0 (the TCR does not bind to the epitope).